Dataset: Catalyst prediction with 721,799 reactions and 888 catalyst types from USPTO. Task: Predict which catalyst facilitates the given reaction. (1) Reactant: [CH:1]1[C:6](N)=[CH:5][CH:4]=[C:3]([S:8]([F:13])([F:12])([F:11])([F:10])[F:9])[CH:2]=1.N([O-])=O.[Na+].[I-:18].[K+]. Product: [CH:2]1[C:3]([S:8]([F:13])([F:12])([F:11])([F:10])[F:9])=[CH:4][CH:5]=[C:6]([I:18])[CH:1]=1. The catalyst class is: 126. (2) Reactant: [CH3:1][C:2]1[CH:7]=[CH:6][CH:5]=[CH:4][C:3]=1[C:8]1[NH:12][CH:11]=[C:10]([CH:13]=[O:14])[CH:9]=1.[H-].[Na+].C1OCCOCCOCCOCCOC1.Cl.[N:33]1[CH:38]=[CH:37][CH:36]=[C:35]([S:39](Cl)(=[O:41])=[O:40])[CH:34]=1. Product: [CH3:1][C:2]1[CH:7]=[CH:6][CH:5]=[CH:4][C:3]=1[C:8]1[N:12]([S:39]([C:35]2[CH:34]=[N:33][CH:38]=[CH:37][CH:36]=2)(=[O:41])=[O:40])[CH:11]=[C:10]([CH:13]=[O:14])[CH:9]=1. The catalyst class is: 213.